This data is from Peptide-MHC class II binding affinity with 134,281 pairs from IEDB. The task is: Regression. Given a peptide amino acid sequence and an MHC pseudo amino acid sequence, predict their binding affinity value. This is MHC class II binding data. (1) The peptide sequence is ELAAVSVDCSEYPKP. The MHC is DRB1_0405 with pseudo-sequence DRB1_0405. The binding affinity (normalized) is 0.239. (2) The peptide sequence is HVDLMVGAATVCSALYIGDL. The MHC is DRB1_0404 with pseudo-sequence DRB1_0404. The binding affinity (normalized) is 0.365. (3) The peptide sequence is ANEAVQDPKFWELVD. The MHC is DRB1_0701 with pseudo-sequence DRB1_0701. The binding affinity (normalized) is 0.285. (4) The peptide sequence is GLVIPENAKEKPQEG. The MHC is DRB5_0101 with pseudo-sequence DRB5_0101. The binding affinity (normalized) is 0. (5) The peptide sequence is IEAAASAIQGNVTSI. The MHC is DRB1_1101 with pseudo-sequence DRB1_1101. The binding affinity (normalized) is 0.218. (6) The peptide sequence is GELQIVDKIDNAFKI. The MHC is DRB4_0101 with pseudo-sequence DRB4_0103. The binding affinity (normalized) is 0.706. (7) The binding affinity (normalized) is 0.369. The MHC is DRB1_1501 with pseudo-sequence DRB1_1501. The peptide sequence is LAQILMDNDLAATND. (8) The peptide sequence is GKSTRSTTDSGKVIP. The MHC is DRB1_1101 with pseudo-sequence DRB1_1101. The binding affinity (normalized) is 0. (9) The peptide sequence is KEGIVWVATEGALNT. The MHC is DRB1_0701 with pseudo-sequence DRB1_0701. The binding affinity (normalized) is 0.562. (10) The peptide sequence is LSELPDFLAKKGGEA. The MHC is DRB1_0901 with pseudo-sequence DRB1_0901. The binding affinity (normalized) is 0.217.